This data is from Full USPTO retrosynthesis dataset with 1.9M reactions from patents (1976-2016). The task is: Predict the reactants needed to synthesize the given product. Given the product [CH3:25][CH2:24][N:12]([CH:11]([CH3:10])[CH3:28])[CH:13]([CH3:14])[CH3:37].[Cl:1][C:2]1[CH:7]=[C:6]2[NH:8][C:9](=[O:36])[C:10]3([CH:15]([C:16]4[CH:21]=[CH:20][CH:19]=[C:18]([Cl:22])[CH:17]=4)[CH2:14][C:13](=[O:23])[N:12]([CH2:24][CH2:25][CH2:26][N:45]4[CH2:50][CH2:49][S:48](=[O:52])(=[O:51])[CH2:47][CH2:46]4)[CH:11]3[C:28]3[CH:33]=[C:32]([F:34])[CH:31]=[CH:30][C:29]=3[CH3:35])[C:5]2=[CH:4][CH:3]=1, predict the reactants needed to synthesize it. The reactants are: [Cl:1][C:2]1[CH:7]=[C:6]2[NH:8][C:9](=[O:36])[C:10]3([CH:15]([C:16]4[CH:21]=[CH:20][CH:19]=[C:18]([Cl:22])[CH:17]=4)[CH2:14][C:13](=[O:23])[N:12]([CH2:24][CH2:25][CH2:26]Cl)[CH:11]3[C:28]3[CH:33]=[C:32]([F:34])[CH:31]=[CH:30][C:29]=3[CH3:35])[C:5]2=[CH:4][CH:3]=1.[CH3:37]OC([Si](C)(C)C)C.[NH:45]1[CH2:50][CH2:49][S:48](=[O:52])(=[O:51])[CH2:47][CH2:46]1.